Task: Predict the product of the given reaction.. Dataset: Forward reaction prediction with 1.9M reactions from USPTO patents (1976-2016) Given the reactants [C:1]([O:5][C:6]([N:8]1[CH2:13][CH2:12][CH:11]([CH2:14][CH2:15][I:16])[CH2:10][CH2:9]1)=[O:7])([CH3:4])([CH3:3])[CH3:2].[CH:17]1[CH:22]=[CH:21][C:20]([P:23]([C:30]2[CH:35]=[CH:34][CH:33]=[CH:32][CH:31]=2)[C:24]2[CH:29]=[CH:28][CH:27]=[CH:26][CH:25]=2)=[CH:19][CH:18]=1, predict the reaction product. The product is: [I-:16].[C:1]([O:5][C:6]([N:8]1[CH2:13][CH2:12][CH:11]([CH2:14][CH2:15][P+:23]([C:24]2[CH:25]=[CH:26][CH:27]=[CH:28][CH:29]=2)([C:30]2[CH:35]=[CH:34][CH:33]=[CH:32][CH:31]=2)[C:20]2[CH:19]=[CH:18][CH:17]=[CH:22][CH:21]=2)[CH2:10][CH2:9]1)=[O:7])([CH3:4])([CH3:3])[CH3:2].